Dataset: Full USPTO retrosynthesis dataset with 1.9M reactions from patents (1976-2016). Task: Predict the reactants needed to synthesize the given product. The reactants are: C([O:3][C:4](=[O:26])[C:5]1[CH:10]=[C:9]([N:11]2[C:16](=[O:17])[CH:15]=[C:14]([C:18]([F:21])([F:20])[F:19])[N:13]([CH3:22])[C:12]2=[O:23])[C:8]([F:24])=[CH:7][C:6]=1[Cl:25])C. Given the product [Cl:25][C:6]1[CH:7]=[C:8]([F:24])[C:9]([N:11]2[C:16](=[O:17])[CH:15]=[C:14]([C:18]([F:19])([F:21])[F:20])[N:13]([CH3:22])[C:12]2=[O:23])=[CH:10][C:5]=1[C:4]([OH:26])=[O:3], predict the reactants needed to synthesize it.